From a dataset of Reaction yield outcomes from USPTO patents with 853,638 reactions. Predict the reaction yield, written as a fraction of the theoretical maximum amount of product (1.0 means a 100% yield; for example, 0.34 means a 34% yield). (1) The catalyst is C1(C)C=CC=CC=1.C1C=CC(P(C2C=CC=CC=2)[C-]2C=CC=C2)=CC=1.C1C=CC(P(C2C=CC=CC=2)[C-]2C=CC=C2)=CC=1.Cl[Pd]Cl.[Fe+2].C(Cl)Cl. The reactants are [CH3:1][O:2][C:3](=[O:42])[NH:4][C@@H:5]([CH:36]1[CH2:41][CH2:40][O:39][CH2:38][CH2:37]1)[C:6]([N:8]1[CH2:12][C@@H:11]([CH3:13])[CH2:10][C@H:9]1[C:14]1[NH:15][C:16]2[CH:26]=[CH:25][C:24]3[C:19](=[CH:20][CH:21]=[C:22](B4OC(C)(C)C(C)(C)O4)[CH:23]=3)[C:17]=2[N:18]=1)=[O:7].[C:43]([O:47][C:48]([N:50]1[CH2:55][CH2:54][N:53]([C:56]2[CH:61]=[CH:60][C:59]([C:62](=[O:77])[NH:63][C:64]3[CH:69]=[C:68]([O:70][C:71]([F:74])([F:73])[F:72])[C:67](Br)=[CH:66][C:65]=3[Cl:76])=[CH:58][N:57]=2)[C@H:52]([CH3:78])[CH2:51]1)=[O:49])([CH3:46])([CH3:45])[CH3:44].O.C(=O)([O-])[O-].[K+].[K+]. The product is [C:43]([O:47][C:48]([N:50]1[CH2:55][CH2:54][N:53]([C:56]2[CH:61]=[CH:60][C:59]([C:62](=[O:77])[NH:63][C:64]3[CH:69]=[C:68]([O:70][C:71]([F:74])([F:73])[F:72])[C:67]([C:22]4[CH:23]=[C:24]5[C:19](=[CH:20][CH:21]=4)[C:17]4[N:18]=[C:14]([C@@H:9]6[CH2:10][C@H:11]([CH3:13])[CH2:12][N:8]6[C:6](=[O:7])[C@@H:5]([NH:4][C:3]([O:2][CH3:1])=[O:42])[CH:36]6[CH2:41][CH2:40][O:39][CH2:38][CH2:37]6)[NH:15][C:16]=4[CH:26]=[CH:25]5)=[CH:66][C:65]=3[Cl:76])=[CH:58][N:57]=2)[C@H:52]([CH3:78])[CH2:51]1)=[O:49])([CH3:46])([CH3:45])[CH3:44]. The yield is 0.600. (2) The reactants are [F:1][CH:2]([F:19])[O:3][C:4]1[CH:9]=[CH:8][C:7]([C:10]2[N:11]=[C:12]([NH:15]C(=O)C)[NH:13][CH:14]=2)=[CH:6][CH:5]=1. The catalyst is O.CO.S(=O)(=O)(O)O. The product is [F:19][CH:2]([F:1])[O:3][C:4]1[CH:5]=[CH:6][C:7]([C:10]2[N:11]=[C:12]([NH2:15])[NH:13][CH:14]=2)=[CH:8][CH:9]=1. The yield is 0.990. (3) The reactants are C[O:2][C:3]1[CH:4]=[C:5]([C:9]2[CH:14]=[CH:13][CH:12]=[C:11]([C:15]([NH2:17])=[O:16])[CH:10]=2)[CH:6]=[CH:7][CH:8]=1.B(Br)(Br)Br. The catalyst is C(Cl)Cl. The product is [OH:2][C:3]1[CH:4]=[C:5]([C:9]2[CH:14]=[CH:13][CH:12]=[C:11]([C:15]([NH2:17])=[O:16])[CH:10]=2)[CH:6]=[CH:7][CH:8]=1. The yield is 0.910. (4) The reactants are [CH3:1][O:2][C@H:3]([C@@H:6]([C@H:9]([C@H:12]([CH3:14])[OH:13])[O:10][CH3:11])[O:7][CH3:8])[CH:4]=[O:5].O[N:16]1[C:20](=[O:21])[CH2:19][CH2:18][C:17]1=[O:22]. The catalyst is C1C=CC=CC=1.C1(C)C=CC(S(O)(=O)=O)=CC=1. The product is [CH3:1][O:2][C@@H:3]1[C@H:6]([O:7][CH3:8])[C@@H:9]([O:10][CH3:11])[C@H:12]([CH3:14])[O:13][C@H:4]1[O:5][N:16]1[C:20](=[O:21])[CH2:19][CH2:18][C:17]1=[O:22]. The yield is 0.520. (5) The reactants are [C:1]([O:5][C:6]([N:8]1[CH2:13][CH:12]=[C:11]([C:14]2[C:22]3[S:21][C:20]([NH:23][C:24]([C:26]4[CH:31]=[CH:30][N:29]=[C:28](Cl)[CH:27]=4)=[O:25])=[N:19][C:18]=3[C:17]([O:33][CH3:34])=[CH:16][CH:15]=2)[CH2:10][CH2:9]1)=[O:7])([CH3:4])([CH3:3])[CH3:2].[C:35](=[O:38])([O-])[O-].[Cs+].[Cs+]. The catalyst is N1CCOCC1. The product is [C:1]([O:5][C:6]([N:8]1[CH2:13][CH:12]=[C:11]([C:14]2[C:22]3[S:21][C:20]([NH:23][C:24]([C:26]4[CH:31]=[CH:30][N:29]=[C:28]([N:8]5[CH2:6][CH2:35][O:38][CH2:10][CH2:9]5)[CH:27]=4)=[O:25])=[N:19][C:18]=3[C:17]([O:33][CH3:34])=[CH:16][CH:15]=2)[CH2:10][CH2:9]1)=[O:7])([CH3:4])([CH3:3])[CH3:2]. The yield is 0.450. (6) No catalyst specified. The yield is 0.650. The reactants are FC1C=C(CN)C=NC=1.[CH3:10][C:11]1[S:12][C:13]([CH2:16][NH2:17])=[CH:14][N:15]=1.[CH:18]1([CH2:21][N:22]2[CH2:26][CH2:25][N:24]([C:27]3[S:28][C:29]([C:33](O)=[O:34])=[C:30]([CH3:32])[N:31]=3)[C:23]2=[O:36])[CH2:20][CH2:19]1. The product is [CH:18]1([CH2:21][N:22]2[CH2:26][CH2:25][N:24]([C:27]3[S:28][C:29]([C:33]([NH:17][CH2:16][C:13]4[S:12][C:11]([CH3:10])=[N:15][CH:14]=4)=[O:34])=[C:30]([CH3:32])[N:31]=3)[C:23]2=[O:36])[CH2:19][CH2:20]1.